Dataset: Full USPTO retrosynthesis dataset with 1.9M reactions from patents (1976-2016). Task: Predict the reactants needed to synthesize the given product. (1) Given the product [F:16][C:17]1[CH:22]=[C:21]([C:2]#[C:1][C:3]2[N:4]=[C:5]([CH3:15])[N:6]([C:8]3[CH:13]=[CH:12][C:11]([F:14])=[CH:10][CH:9]=3)[CH:7]=2)[CH:20]=[CH:19][N:18]=1, predict the reactants needed to synthesize it. The reactants are: [C:1]([C:3]1[N:4]=[C:5]([CH3:15])[N:6]([C:8]2[CH:13]=[CH:12][C:11]([F:14])=[CH:10][CH:9]=2)[CH:7]=1)#[CH:2].[F:16][C:17]1[CH:22]=[C:21](I)[CH:20]=[CH:19][N:18]=1. (2) Given the product [C:1]([O:5][C:6](=[O:27])[NH:7][C:8]1[CH:13]=[C:12]([O:14][CH2:15][C:16]([F:17])([F:19])[F:18])[C:11]([C:20]([F:22])([F:23])[F:21])=[CH:10][C:9]=1[NH2:24])([CH3:4])([CH3:2])[CH3:3], predict the reactants needed to synthesize it. The reactants are: [C:1]([O:5][C:6](=[O:27])[NH:7][C:8]1[CH:13]=[C:12]([O:14][CH2:15][C:16]([F:19])([F:18])[F:17])[C:11]([C:20]([F:23])([F:22])[F:21])=[CH:10][C:9]=1[N+:24]([O-])=O)([CH3:4])([CH3:3])[CH3:2].